From a dataset of Catalyst prediction with 721,799 reactions and 888 catalyst types from USPTO. Predict which catalyst facilitates the given reaction. (1) Reactant: [CH:1]1([NH:4][CH2:5][CH2:6][C@H:7]2[CH2:12][CH2:11][C@@H:10]([N:13]([C:17]([C:19]3[C:20]([C:40]([F:43])([F:42])[F:41])=[CH:21][C:22]4[O:27][C:26]([CH3:29])([CH3:28])[C:25](=[O:30])[N:24]([CH2:31][CH2:32][NH:33][C:34](=[O:38])[CH:35]([F:37])[F:36])[C:23]=4[CH:39]=3)=[O:18])[CH:14]([CH3:16])[CH3:15])[CH2:9][N:8]2[C:44]([O:46][C:47]([CH3:50])([CH3:49])[CH3:48])=[O:45])[CH2:3][CH2:2]1.[Cl:51][C:52]1[CH:57]=[CH:56][C:55]([CH2:58][C:59](O)=[O:60])=[CH:54][CH:53]=1.Cl.CN(C)CCCN=C=NCC.O.ON1C2C=CC=CC=2N=N1. Product: [Cl:51][C:52]1[CH:57]=[CH:56][C:55]([CH2:58][C:59]([N:4]([CH:1]2[CH2:3][CH2:2]2)[CH2:5][CH2:6][C@H:7]2[CH2:12][CH2:11][C@@H:10]([N:13]([C:17]([C:19]3[C:20]([C:40]([F:41])([F:42])[F:43])=[CH:21][C:22]4[O:27][C:26]([CH3:28])([CH3:29])[C:25](=[O:30])[N:24]([CH2:31][CH2:32][NH:33][C:34](=[O:38])[CH:35]([F:37])[F:36])[C:23]=4[CH:39]=3)=[O:18])[CH:14]([CH3:16])[CH3:15])[CH2:9][N:8]2[C:44]([O:46][C:47]([CH3:48])([CH3:50])[CH3:49])=[O:45])=[O:60])=[CH:54][CH:53]=1. The catalyst class is: 681. (2) Reactant: [Si:1](OS(C(F)(F)F)(=O)=O)([C:4]([CH3:7])([CH3:6])[CH3:5])([CH3:3])[CH3:2].[Si:16]([O:23][C@@H:24]([CH2:50][C@H:51]([OH:79])/[CH:52]=[CH:53]\[C@H:54]([CH3:78])[C@H:55]([O:70][Si:71]([C:74]([CH3:77])([CH3:76])[CH3:75])([CH3:73])[CH3:72])[C@@H:56]([CH3:69])[CH2:57][C@@H:58]([CH3:68])[CH2:59][O:60][Si:61]([C:64]([CH3:67])([CH3:66])[CH3:65])([CH3:63])[CH3:62])[C@H:25]([CH3:49])/[CH:26]=[CH:27]/[CH2:28][O:29][C:30]([C:43]1[CH:48]=[CH:47][CH:46]=[CH:45][CH:44]=1)([C:37]1[CH:42]=[CH:41][CH:40]=[CH:39][CH:38]=1)[C:31]1[CH:36]=[CH:35][CH:34]=[CH:33][CH:32]=1)([C:19]([CH3:22])([CH3:21])[CH3:20])([CH3:18])[CH3:17].N1C(C)=CC=CC=1C. Product: [Si:16]([O:23][C@@H:24]([CH2:50][C@H:51]([O:79][Si:1]([C:4]([CH3:7])([CH3:6])[CH3:5])([CH3:3])[CH3:2])/[CH:52]=[CH:53]\[C@H:54]([CH3:78])[C@H:55]([O:70][Si:71]([C:74]([CH3:75])([CH3:76])[CH3:77])([CH3:73])[CH3:72])[C@@H:56]([CH3:69])[CH2:57][C@@H:58]([CH3:68])[CH2:59][O:60][Si:61]([C:64]([CH3:65])([CH3:66])[CH3:67])([CH3:63])[CH3:62])[C@H:25]([CH3:49])/[CH:26]=[CH:27]/[CH2:28][O:29][C:30]([C:43]1[CH:48]=[CH:47][CH:46]=[CH:45][CH:44]=1)([C:37]1[CH:38]=[CH:39][CH:40]=[CH:41][CH:42]=1)[C:31]1[CH:32]=[CH:33][CH:34]=[CH:35][CH:36]=1)([C:19]([CH3:20])([CH3:21])[CH3:22])([CH3:18])[CH3:17]. The catalyst class is: 2. (3) Reactant: C1C=C[NH+]=CC=1.[O-][Cr](Cl)(=O)=O.[Br:12][C:13]1[CH:18]=[CH:17][C:16]([CH:19]([OH:27])[CH2:20][CH2:21][CH2:22][C:23]([F:26])([F:25])[F:24])=[CH:15][CH:14]=1. Product: [Br:12][C:13]1[CH:18]=[CH:17][C:16]([C:19](=[O:27])[CH2:20][CH2:21][CH2:22][C:23]([F:25])([F:26])[F:24])=[CH:15][CH:14]=1. The catalyst class is: 4.